This data is from Full USPTO retrosynthesis dataset with 1.9M reactions from patents (1976-2016). The task is: Predict the reactants needed to synthesize the given product. (1) Given the product [Cl:1][C:2]1[C:7]([CH2:8][Cl:13])=[CH:6][CH:5]=[C:4]([CH3:10])[N:3]=1, predict the reactants needed to synthesize it. The reactants are: [Cl:1][C:2]1[C:7]([CH2:8]O)=[CH:6][CH:5]=[C:4]([CH3:10])[N:3]=1.S(Cl)([Cl:13])=O. (2) Given the product [CH3:1][C@@H:2]1[N:13]([CH3:14])[C:12](=[O:15])[C@H:11]([CH2:16][C:17]([OH:19])=[O:18])[CH2:10][CH:9]=[CH:8][CH2:7][CH2:6][C:5](=[O:24])[O:4][C@@H:3]1[C:25]1[CH:26]=[CH:27][CH:28]=[CH:29][CH:30]=1, predict the reactants needed to synthesize it. The reactants are: [CH3:1][C@@H:2]1[N:13]([CH3:14])[C:12](=[O:15])[C@H:11]([CH2:16][C:17]([O:19]C(C)(C)C)=[O:18])[CH2:10][CH:9]=[CH:8][CH2:7][CH2:6][C:5](=[O:24])[O:4][C@@H:3]1[C:25]1[CH:30]=[CH:29][CH:28]=[CH:27][CH:26]=1.FC(F)(F)C(O)=O. (3) Given the product [CH:16]1([C:13]2[N:12]([CH2:19][C:20]3[C:21]([F:30])=[CH:22][C:23]([O:27][CH2:28][CH3:29])=[CH:24][C:25]=3[F:26])[N:11]=[C:10]([C:4]3[N:5]=[C:6]([NH2:9])[C:7]([O:8][CH2:38][CH2:39][O:40][CH3:41])=[C:2]([NH2:1])[N:3]=3)[C:14]=2[CH3:15])[CH2:18][CH2:17]1, predict the reactants needed to synthesize it. The reactants are: [NH2:1][C:2]1[C:7]([OH:8])=[C:6]([NH2:9])[N:5]=[C:4]([C:10]2[C:14]([CH3:15])=[C:13]([CH:16]3[CH2:18][CH2:17]3)[N:12]([CH2:19][C:20]3[C:25]([F:26])=[CH:24][C:23]([O:27][CH2:28][CH3:29])=[CH:22][C:21]=3[F:30])[N:11]=2)[N:3]=1.C(=O)([O-])[O-].[Cs+].[Cs+].Br[CH2:38][CH2:39][O:40][CH3:41]. (4) Given the product [Br:1][C:2]1[CH:3]=[CH:4][C:5]([O:23][C:30]([N:24]2[CH2:29][CH2:28][O:27][CH2:26][CH2:25]2)=[O:31])=[C:6]([CH:22]=1)[C:7]([NH:9][C:10]1[CH:15]=[C:14]([C:16]([F:19])([F:17])[F:18])[CH:13]=[CH:12][C:11]=1[O:20][CH3:21])=[O:8], predict the reactants needed to synthesize it. The reactants are: [Br:1][C:2]1[CH:3]=[CH:4][C:5]([OH:23])=[C:6]([CH:22]=1)[C:7]([NH:9][C:10]1[CH:15]=[C:14]([C:16]([F:19])([F:18])[F:17])[CH:13]=[CH:12][C:11]=1[O:20][CH3:21])=[O:8].[N:24]1([C:30](Cl)=[O:31])[CH2:29][CH2:28][O:27][CH2:26][CH2:25]1.